Dataset: Forward reaction prediction with 1.9M reactions from USPTO patents (1976-2016). Task: Predict the product of the given reaction. (1) Given the reactants C(OP([CH2:9][C:10]([O:12][CH2:13][CH3:14])=[O:11])(OCC)=O)C.[H-].[Na+].[CH2:17]([N:24]1[C:28]([CH:29]=O)=[CH:27][C:26]([O:31][CH2:32][C:33]2[CH:38]=[CH:37][CH:36]=[CH:35][CH:34]=2)=[N:25]1)[C:18]1[CH:23]=[CH:22][CH:21]=[CH:20][CH:19]=1.[Cl-].[NH4+], predict the reaction product. The product is: [CH2:17]([N:24]1[C:28](/[CH:29]=[CH:9]/[C:10]([O:12][CH2:13][CH3:14])=[O:11])=[CH:27][C:26]([O:31][CH2:32][C:33]2[CH:38]=[CH:37][CH:36]=[CH:35][CH:34]=2)=[N:25]1)[C:18]1[CH:19]=[CH:20][CH:21]=[CH:22][CH:23]=1. (2) Given the reactants O1C=C(CN)N=C1.[CH3:8][N:9]1[C:13]([CH3:14])=[C:12]([CH2:15][NH2:16])[C:11]([CH3:17])=[N:10]1.[F:18][C:19]1[CH:40]=[CH:39][C:22]([CH2:23][N:24]2[CH2:28][CH2:27][N:26]([C:29]3[CH:30]=[C:31]([CH:35]=[CH:36][N:37]=3)[C:32](O)=[O:33])[C:25]2=[O:38])=[CH:21][CH:20]=1, predict the reaction product. The product is: [F:18][C:19]1[CH:20]=[CH:21][C:22]([CH2:23][N:24]2[CH2:28][CH2:27][N:26]([C:29]3[CH:30]=[C:31]([CH:35]=[CH:36][N:37]=3)[C:32]([NH:16][CH2:15][C:12]3[C:11]([CH3:17])=[N:10][N:9]([CH3:8])[C:13]=3[CH3:14])=[O:33])[C:25]2=[O:38])=[CH:39][CH:40]=1. (3) Given the reactants [N:1]1[CH:6]=[CH:5][CH:4]=[C:3]([CH2:7][NH:8][C:9]([NH:11][C:12]2[CH:17]=[CH:16][C:15]([N:18]3[C:26]4[C:21](=[CH:22][CH:23]=[CH:24][CH:25]=4)[C:20](C(O)=O)=[N:19]3)=[CH:14][CH:13]=2)=[O:10])[CH:2]=1.C([N:32](CC)CC)C.C1(P(N=[N+]=[N-])(C2C=CC=CC=2)=O)C=CC=CC=1.O, predict the reaction product. The product is: [NH2:32][C:20]1[C:21]2[C:26](=[CH:25][CH:24]=[CH:23][CH:22]=2)[N:18]([C:15]2[CH:16]=[CH:17][C:12]([NH:11][C:9]([NH:8][CH2:7][C:3]3[CH:2]=[N:1][CH:6]=[CH:5][CH:4]=3)=[O:10])=[CH:13][CH:14]=2)[N:19]=1. (4) Given the reactants [Br:1][C:2]1[C:7]([I:8])=[CH:6][N:5]=[C:4]([NH2:9])[CH:3]=1.[N:10]([CH2:13][CH3:14])=[C:11]=[O:12], predict the reaction product. The product is: [Br:1][C:2]1[C:7]([I:8])=[CH:6][N:5]=[C:4]([NH:9][C:11]([NH:10][CH2:13][CH3:14])=[O:12])[CH:3]=1. (5) Given the reactants C([O:4][C@H:5]1[CH2:22][CH2:21][C@@:20]2([CH3:23])[C@@H:7]([CH2:8][CH2:9][C@:10]3([CH3:50])[C@@H:19]2[CH2:18][CH2:17][C@H:16]2[C@@:11]3([CH3:49])[CH2:12][CH2:13][C@@:14]3([C:31]([N:33]4[CH2:37][CH2:36][CH2:35][C@@H:34]4[C:38]4[O:42][N:41]=[C:40]([C:43]5[CH:48]=[CH:47][CH:46]=[CH:45][CH:44]=5)[N:39]=4)=[O:32])[CH2:26][CH2:25][C@@H:24]([C:27]4([CH3:30])[CH2:29][CH2:28]4)[C@@H:15]32)[C:6]1([CH3:52])[CH3:51])(=O)C.C(=O)([O-])[O-].[K+].[K+], predict the reaction product. The product is: [OH:4][C@H:5]1[CH2:22][CH2:21][C@@:20]2([CH3:23])[C@@H:7]([CH2:8][CH2:9][C@:10]3([CH3:50])[C@@H:19]2[CH2:18][CH2:17][C@H:16]2[C@@:11]3([CH3:49])[CH2:12][CH2:13][C@@:14]3([C:31]([N:33]4[CH2:37][CH2:36][CH2:35][C@@H:34]4[C:38]4[O:42][N:41]=[C:40]([C:43]5[CH:44]=[CH:45][CH:46]=[CH:47][CH:48]=5)[N:39]=4)=[O:32])[CH2:26][CH2:25][C@@H:24]([C:27]4([CH3:30])[CH2:28][CH2:29]4)[C@@H:15]32)[C:6]1([CH3:52])[CH3:51]. (6) Given the reactants [CH3:1][C:2]1[CH:7]=[CH:6][C:5]([S:8]([O:11][CH2:12][CH:13]2[O:17][C:16](=[O:18])[N:15]([CH2:19]C3C=CC(F)=CC=3)[CH2:14]2)(=[O:10])=[O:9])=[CH:4][CH:3]=1.OCC1OC(=O)N(C[CH2:36][C:37]2[CH:42]=[CH:41][C:40]([CH3:43])=[CH:39][CH:38]=2)C1.FC1C=CC(CN2CC(CO)OC2=O)=CC=1, predict the reaction product. The product is: [CH3:1][C:2]1[CH:7]=[CH:6][C:5]([S:8]([O:11][CH2:12][CH:13]2[O:17][C:16](=[O:18])[N:15]([CH2:19][CH2:36][C:37]3[CH:42]=[CH:41][C:40]([CH3:43])=[CH:39][CH:38]=3)[CH2:14]2)(=[O:9])=[O:10])=[CH:4][CH:3]=1.